Dataset: Peptide-MHC class I binding affinity with 185,985 pairs from IEDB/IMGT. Task: Regression. Given a peptide amino acid sequence and an MHC pseudo amino acid sequence, predict their binding affinity value. This is MHC class I binding data. (1) The MHC is HLA-B08:01 with pseudo-sequence HLA-B08:01. The peptide sequence is RRARSLSAERY. The binding affinity (normalized) is 0.0479. (2) The peptide sequence is RRYDKLMSF. The MHC is HLA-A30:01 with pseudo-sequence HLA-A30:01. The binding affinity (normalized) is 0.0847. (3) The peptide sequence is YVIKVSARV. The MHC is HLA-B44:03 with pseudo-sequence HLA-B44:03. The binding affinity (normalized) is 0.